Dataset: Forward reaction prediction with 1.9M reactions from USPTO patents (1976-2016). Task: Predict the product of the given reaction. (1) Given the reactants Br[C:2]1[CH:3]=[CH:4][C:5]2[NH:11][C:10]3[CH:12]=[CH:13][CH:14]=[CH:15][C:9]=3[C:8](=O)[NH:7][C:6]=2[CH:17]=1.[C:18]1(B(O)O)[CH:23]=[CH:22][CH:21]=[CH:20][CH:19]=1.C([O-])([O-])=O.[K+].[K+].[NH:33]1[CH2:38][CH2:37][NH:36][CH2:35][CH2:34]1.Cl, predict the reaction product. The product is: [C:18]1([C:2]2[CH:3]=[CH:4][C:5]3[NH:11][C:10]4[CH:12]=[CH:13][CH:14]=[CH:15][C:9]=4[C:8]([N:33]4[CH2:38][CH2:37][NH:36][CH2:35][CH2:34]4)=[N:7][C:6]=3[CH:17]=2)[CH:23]=[CH:22][CH:21]=[CH:20][CH:19]=1. (2) Given the reactants [CH:1]1([C@H:5]([NH:14][C:15]2[N:23]=[C:22]([C:24]([O:26][CH3:27])=[O:25])[N:21]=[C:20]3[C:16]=2[N:17]([CH2:35][C:36]2[CH:41]=[CH:40][C:39]([C:42]([F:45])([F:44])[F:43])=[CH:38][CH:37]=2)[C:18]([C:28]2[CH:33]=[CH:32][CH:31]=[C:30]([CH3:34])[CH:29]=2)=[N:19]3)[CH2:6][CH2:7][CH2:8]OS(C)(=O)=O)[CH2:4][CH2:3][CH2:2]1.C1CCN2C(=NCCC2)CC1, predict the reaction product. The product is: [CH:1]1([C@H:5]2[CH2:6][CH2:7][CH2:8][N:14]2[C:15]2[N:23]=[C:22]([C:24]([O:26][CH3:27])=[O:25])[N:21]=[C:20]3[C:16]=2[N:17]([CH2:35][C:36]2[CH:37]=[CH:38][C:39]([C:42]([F:43])([F:44])[F:45])=[CH:40][CH:41]=2)[C:18]([C:28]2[CH:33]=[CH:32][CH:31]=[C:30]([CH3:34])[CH:29]=2)=[N:19]3)[CH2:2][CH2:3][CH2:4]1.